The task is: Predict the product of the given reaction.. This data is from Forward reaction prediction with 1.9M reactions from USPTO patents (1976-2016). Given the reactants [CH3:1][O:2][C:3]1[CH:4]=[C:5]([C:13]#[CH:14])[CH:6]=[CH:7][C:8]=1[O:9][C:10](=[O:12])[CH3:11].[Cl:15][C:16]1[CH:23]=[C:22]([Cl:24])[CH:21]=[CH:20][C:17]=1[CH2:18][SH:19].[Na], predict the reaction product. The product is: [CH3:1][O:2][C:3]1[CH:4]=[C:5]([CH:6]=[CH:7][C:8]=1[O:9][C:10](=[O:12])[CH3:11])/[CH:13]=[CH:14]\[CH:18]([S:19][CH:18](/[CH:14]=[CH:13]\[C:5]1[CH:6]=[CH:7][C:8]([O:9][C:10](=[O:12])[CH3:11])=[C:3]([O:2][CH3:1])[CH:4]=1)[C:17]1[CH:20]=[CH:21][C:22]([Cl:24])=[CH:23][C:16]=1[Cl:15])[C:17]1[CH:20]=[CH:21][C:22]([Cl:24])=[CH:23][C:16]=1[Cl:15].